This data is from Forward reaction prediction with 1.9M reactions from USPTO patents (1976-2016). The task is: Predict the product of the given reaction. (1) Given the reactants [Cl-].[Al+3].[Cl-].[Cl-].[N-:5]=[N+:6]=[N-:7].[Na+].[CH3:9][O:10][C:11]1[CH:16]=[CH:15][CH:14]=[C:13]([N:17]=[C:18]=[O:19])[C:12]=1[CH3:20].Cl, predict the reaction product. The product is: [CH3:20][C:12]1[C:11]([O:10][CH3:9])=[CH:16][CH:15]=[CH:14][C:13]=1[N:17]1[C:18](=[O:19])[NH:7][N:6]=[N:5]1. (2) Given the reactants [Cl:1][C:2]1[CH:3]=[CH:4][C:5]([S:23][S:23][C:5]2[CH:4]=[CH:3][C:2]([Cl:1])=[CH:7][C:6]=2[NH:8][S:9]([C:12]2[CH:17]=[CH:16][C:15]([Cl:18])=[C:14]([C:19]([F:22])([F:21])[F:20])[CH:13]=2)(=[O:11])=[O:10])=[C:6]([NH:8][S:9]([C:12]2[CH:17]=[CH:16][C:15]([Cl:18])=[C:14]([C:19]([F:22])([F:21])[F:20])[CH:13]=2)(=[O:11])=[O:10])[CH:7]=1.Cl[CH2:48][C:49]([NH:51][CH3:52])=[O:50], predict the reaction product. The product is: [Cl:1][C:2]1[CH:3]=[CH:4][C:5]([S:23][CH2:48][C:49]([NH:51][CH3:52])=[O:50])=[C:6]([NH:8][S:9]([C:12]2[CH:17]=[CH:16][C:15]([Cl:18])=[C:14]([C:19]([F:20])([F:22])[F:21])[CH:13]=2)(=[O:11])=[O:10])[CH:7]=1. (3) Given the reactants Br[C:2]1[CH:3]=[C:4]([Cl:16])[CH:5]=[C:6]2[C:10]=1[N:9]([CH3:11])[C:8]([C:12]([NH2:14])=[O:13])=[C:7]2[CH3:15].[F:17][C:18]1[CH:19]=[C:20](B(O)O)[CH:21]=[CH:22][C:23]=1[F:24], predict the reaction product. The product is: [Cl:16][C:4]1[CH:5]=[C:6]2[C:10](=[C:2]([C:21]3[CH:20]=[CH:19][C:18]([F:17])=[C:23]([F:24])[CH:22]=3)[CH:3]=1)[N:9]([CH3:11])[C:8]([C:12]([NH2:14])=[O:13])=[C:7]2[CH3:15]. (4) Given the reactants [CH:1]1[C:2]2[C:17](=[O:18])[C:16]([C:19]([OH:21])=[O:20])=[CH:15][N:14]([CH:22]3[CH2:24][CH2:23]3)[C:3]=2[CH:4]=[C:5]([N:8]2[CH2:13][CH2:12][NH:11][CH2:10][CH2:9]2)[C:6]=1[F:7].Cl, predict the reaction product. The product is: [CH:1]1[C:2]2[C:17](=[O:18])[C:16]([C:19]([OH:21])=[O:20])=[CH:15][N:14]([CH:22]3[CH2:23][CH2:24]3)[C:3]=2[CH:4]=[C:5]([N:8]2[CH2:9][CH2:10][NH:11][CH2:12][CH2:13]2)[C:6]=1[F:7]. (5) Given the reactants [CH3:1][O:2][C:3]1[CH:8]=[C:7]([O:9][CH3:10])[C:6]([O:11][CH3:12])=[CH:5][C:4]=1[N+:13]([O-])=O, predict the reaction product. The product is: [CH3:1][O:2][C:3]1[CH:8]=[C:7]([O:9][CH3:10])[C:6]([O:11][CH3:12])=[CH:5][C:4]=1[NH2:13]. (6) Given the reactants [Br:1][C:2]1[CH:7]=[CH:6][C:5]([CH:8]([C:13]2[CH:18]=[CH:17][CH:16]=[C:15]([O:19][CH3:20])[CH:14]=2)[CH2:9]C(O)=O)=[CH:4][CH:3]=1.C([N:23]([CH2:26]C)CC)C.C1(P(N=[N+]=[N-])(C2C=CC=CC=2)=[O:35])C=CC=CC=1.[C:45]([OH:49])([CH3:48])([CH3:47])[CH3:46], predict the reaction product. The product is: [C:45]([O:49][C:26](=[O:35])[NH:23][CH2:9][CH:8]([C:5]1[CH:4]=[CH:3][C:2]([Br:1])=[CH:7][CH:6]=1)[C:13]1[CH:18]=[CH:17][CH:16]=[C:15]([O:19][CH3:20])[CH:14]=1)([CH3:48])([CH3:47])[CH3:46]. (7) The product is: [OH:83][C@H:84]([CH2:89][CH2:90][CH2:91][CH2:92][CH3:93])[CH2:85][C:86]([S:71][CH2:70][CH2:69][NH:68][C:66](=[O:67])[CH2:65][CH2:64][NH:63][C:61](=[O:62])[C@H:59]([OH:60])[C:56]([CH3:58])([CH3:57])[CH2:55][O:54][P:51]([OH:53])(=[O:52])[O:50][P:47]([OH:49])(=[O:48])[O:46][CH2:45][C@H:44]1[O:72][C@@H:35]([N:73]2[C:82]3[N:81]=[CH:80][N:79]=[C:77]([NH2:78])[C:76]=3[N:75]=[CH:74]2)[C@H:36]([OH:37])[C@@H:38]1[O:39][P:40]([OH:43])([OH:42])=[O:41])=[O:87]. Given the reactants P(OC[C@H]1O[C@@H](N2C3N=CN=C(N)C=3N=C2)[C@H](O)[C@@H]1O)(OP(OP(O)(O)=O)(O)=O)(=O)O.[Mg+2].[Cl-].[Cl-].[C@@H:35]1([N:73]2[C:82]3[N:81]=[CH:80][N:79]=[C:77]([NH2:78])[C:76]=3[N:75]=[CH:74]2)[O:72][C@H:44]([CH2:45][O:46][P:47]([O:50][P:51]([O:54][CH2:55][C:56]([C@H:59]([C:61]([NH:63][CH2:64][CH2:65][C:66]([NH:68][CH2:69][CH2:70][SH:71])=[O:67])=[O:62])[OH:60])([CH3:58])[CH3:57])([OH:53])=[O:52])([OH:49])=[O:48])[C@@H:38]([O:39][P:40]([OH:43])([OH:42])=[O:41])[C@H:36]1[OH:37].[OH:83][C@H:84]([CH2:89][CH2:90][CH2:91][CH2:92][CH3:93])[CH2:85][C:86]([O-])=[O:87], predict the reaction product. (8) Given the reactants I[C:2]1[CH:3]=[C:4]([C:20]([NH:22][CH2:23][C:24]2[CH:29]=[CH:28][C:27]([S:30]([CH3:33])(=[O:32])=[O:31])=[CH:26][CH:25]=2)=[O:21])[C:5](=[O:19])[N:6]([C:9]2[CH:14]=[CH:13][CH:12]=[C:11]([C:15]([F:18])([F:17])[F:16])[CH:10]=2)[C:7]=1[CH3:8].[CH3:34][C:35]1[C:39]([Sn](CCCC)(CCCC)CCCC)=[CH:38][O:37][N:36]=1.C(OCC)(=O)C.O, predict the reaction product. The product is: [CH3:8][C:7]1[N:6]([C:9]2[CH:14]=[CH:13][CH:12]=[C:11]([C:15]([F:16])([F:17])[F:18])[CH:10]=2)[C:5](=[O:19])[C:4]([C:20]([NH:22][CH2:23][C:24]2[CH:29]=[CH:28][C:27]([S:30]([CH3:33])(=[O:31])=[O:32])=[CH:26][CH:25]=2)=[O:21])=[CH:3][C:2]=1[C:39]1[C:35]([CH3:34])=[N:36][O:37][CH:38]=1. (9) The product is: [C:1]([N:4]1[CH2:9][CH2:8][CH:7]([CH2:10][NH:11][C:12]([NH:14][C:15]2[CH:20]=[C:19]([C:21]3[S:22][CH:23]=[CH:24][CH:25]=3)[CH:18]=[CH:17][C:16]=2[NH2:26])=[O:13])[CH2:6][CH2:5]1)(=[O:3])[CH3:2]. Given the reactants [C:1]([N:4]1[CH2:9][CH2:8][CH:7]([CH2:10][NH:11][C:12]([NH:14][C:15]2[CH:20]=[C:19]([C:21]3[S:22][CH:23]=[CH:24][CH:25]=3)[CH:18]=[CH:17][C:16]=2[N+:26]([O-])=O)=[O:13])[CH2:6][CH2:5]1)(=[O:3])[CH3:2], predict the reaction product.